From a dataset of Forward reaction prediction with 1.9M reactions from USPTO patents (1976-2016). Predict the product of the given reaction. (1) Given the reactants [N+:1]([C:4]1[CH:13]=[C:12]2[C:7]([CH2:8][CH2:9][CH2:10][C:11]2=O)=[CH:6][CH:5]=1)([O-])=O.[CH3:15][CH2:16][O:17]C(C)=O.CCO, predict the reaction product. The product is: [CH:13]1[C:12]2[CH2:11][CH2:10][CH2:9][CH2:8][C:7]=2[CH:6]=[CH:5][C:4]=1[NH:1][C:16](=[O:17])[CH3:15]. (2) Given the reactants CC1(C)O[C:6](=[O:8])[C:5](=[CH:9][NH:10][C:11]2[CH:25]=[CH:24][C:14]([C:15]([O:17][C:18]3[CH:23]=[CH:22][CH:21]=[CH:20][CH:19]=3)=[O:16])=[C:13]([OH:26])[CH:12]=2)C(=O)O1.[CH2:29](Br)[C:30]1[CH:35]=[CH:34][CH:33]=[CH:32][CH:31]=1.C(=O)([O-])[O-].[K+].[K+].C(OCC)C.O1CCCC1, predict the reaction product. The product is: [CH2:29]([O:26][C:13]1[CH:12]=[C:11]2[C:25]([C:6](=[O:8])[CH:5]=[CH:9][NH:10]2)=[CH:24][C:14]=1[C:15]([O:17][C:18]1[CH:19]=[CH:20][CH:21]=[CH:22][CH:23]=1)=[O:16])[C:30]1[CH:35]=[CH:34][CH:33]=[CH:32][CH:31]=1. (3) Given the reactants [NH2:1][C:2]1[N:3]=[C:4](Cl)[C:5]2[CH:10]=[CH:9][N:8]([C@@H:11]3[O:17][C@H:16]([CH2:18][OH:19])[C@@H:14]([OH:15])[C@H:12]3O)[C:6]=2[N:7]=1.O.CC#N.[C:25](OC(C)(C)C(Br)=O)(=[O:27])C.C([O-])(O)=O.[Na+], predict the reaction product. The product is: [NH2:1][C:2]1[N:3]=[C:4]([O:27][CH3:25])[C:5]2[CH:10]=[CH:9][N:8]([C@@H:11]3[O:17][C@H:16]([CH2:18][OH:19])[C@H:14]4[O:15][C@@H:12]34)[C:6]=2[N:7]=1. (4) Given the reactants [Cl:1][C:2]1[CH:3]=[CH:4][C:5]([C:36]#[N:37])=[C:6]([C:8]2[C:9]3[C:34](=[O:35])[CH2:33][CH2:32][C:10]=3[N:11]([CH2:15][C:16]([NH:18][C:19]3[CH:31]=[CH:30][C:22]([C:23]([O:25]C(C)(C)C)=[O:24])=[CH:21][CH:20]=3)=[O:17])[C:12](=[O:14])[CH:13]=2)[CH:7]=1.C(O)(C(F)(F)F)=O, predict the reaction product. The product is: [Cl:1][C:2]1[CH:3]=[CH:4][C:5]([C:36]#[N:37])=[C:6]([C:8]2[C:9]3[C:34](=[O:35])[CH2:33][CH2:32][C:10]=3[N:11]([CH2:15][C:16]([NH:18][C:19]3[CH:31]=[CH:30][C:22]([C:23]([OH:25])=[O:24])=[CH:21][CH:20]=3)=[O:17])[C:12](=[O:14])[CH:13]=2)[CH:7]=1.